This data is from NCI-60 drug combinations with 297,098 pairs across 59 cell lines. The task is: Regression. Given two drug SMILES strings and cell line genomic features, predict the synergy score measuring deviation from expected non-interaction effect. (1) Drug 1: CCC1=CC2CC(C3=C(CN(C2)C1)C4=CC=CC=C4N3)(C5=C(C=C6C(=C5)C78CCN9C7C(C=CC9)(C(C(C8N6C)(C(=O)OC)O)OC(=O)C)CC)OC)C(=O)OC.C(C(C(=O)O)O)(C(=O)O)O. Drug 2: C1C(C(OC1N2C=NC3=C(N=C(N=C32)Cl)N)CO)O. Cell line: A498. Synergy scores: CSS=27.5, Synergy_ZIP=-8.79, Synergy_Bliss=0.396, Synergy_Loewe=-2.64, Synergy_HSA=1.22. (2) Drug 1: C1CN1C2=NC(=NC(=N2)N3CC3)N4CC4. Drug 2: CC1C(C(CC(O1)OC2CC(CC3=C2C(=C4C(=C3O)C(=O)C5=C(C4=O)C(=CC=C5)OC)O)(C(=O)C)O)N)O.Cl. Cell line: HCT-15. Synergy scores: CSS=39.9, Synergy_ZIP=-3.64, Synergy_Bliss=-1.58, Synergy_Loewe=-8.69, Synergy_HSA=-0.429. (3) Drug 1: CS(=O)(=O)C1=CC(=C(C=C1)C(=O)NC2=CC(=C(C=C2)Cl)C3=CC=CC=N3)Cl. Drug 2: CC1=C(C=C(C=C1)NC2=NC=CC(=N2)N(C)C3=CC4=NN(C(=C4C=C3)C)C)S(=O)(=O)N.Cl. Cell line: HCT116. Synergy scores: CSS=21.4, Synergy_ZIP=-0.419, Synergy_Bliss=8.89, Synergy_Loewe=6.60, Synergy_HSA=6.60. (4) Drug 1: CC(C1=C(C=CC(=C1Cl)F)Cl)OC2=C(N=CC(=C2)C3=CN(N=C3)C4CCNCC4)N. Drug 2: C1=NC(=NC(=O)N1C2C(C(C(O2)CO)O)O)N. Cell line: TK-10. Synergy scores: CSS=-0.418, Synergy_ZIP=-0.641, Synergy_Bliss=-0.433, Synergy_Loewe=-2.84, Synergy_HSA=-2.37. (5) Drug 1: C1=C(C(=O)NC(=O)N1)F. Drug 2: CN(CCCl)CCCl.Cl. Cell line: T-47D. Synergy scores: CSS=27.0, Synergy_ZIP=-8.83, Synergy_Bliss=-11.9, Synergy_Loewe=-9.40, Synergy_HSA=-8.78. (6) Drug 1: COC1=C(C=C2C(=C1)N=CN=C2NC3=CC(=C(C=C3)F)Cl)OCCCN4CCOCC4. Drug 2: C1=NNC2=C1C(=O)NC=N2. Cell line: NCI/ADR-RES. Synergy scores: CSS=27.1, Synergy_ZIP=-4.72, Synergy_Bliss=4.19, Synergy_Loewe=-27.4, Synergy_HSA=4.21.